This data is from Forward reaction prediction with 1.9M reactions from USPTO patents (1976-2016). The task is: Predict the product of the given reaction. (1) The product is: [Cl:8][C:6]1[CH:7]=[C:2]([N:25]2[CH2:26][CH2:27][O:28][C@@H:23]([CH3:22])[C@H:24]2[CH3:29])[N:3]=[C:4]([N:9]2[C:13]3[CH:14]=[CH:15][CH:16]=[CH:17][C:12]=3[N:11]=[C:10]2[CH:18]([F:20])[F:19])[N:5]=1. Given the reactants Cl[C:2]1[CH:7]=[C:6]([Cl:8])[N:5]=[C:4]([N:9]2[C:13]3[CH:14]=[CH:15][CH:16]=[CH:17][C:12]=3[N:11]=[C:10]2[CH:18]([F:20])[F:19])[N:3]=1.Cl.[CH3:22][C@H:23]1[O:28][CH2:27][CH2:26][NH:25][C@H:24]1[CH3:29].C(=O)([O-])[O-].[K+].[K+].CN(C=O)C, predict the reaction product. (2) Given the reactants C([N+](C[CH2:15][CH2:16][CH3:17])(CCCC)CCCC)CCC.[C:18]([NH:25][C@@H:26]([CH2:30][C:31]1[CH:38]=[C:36]([OH:37])[C:34]([OH:35])=[CH:33][CH:32]=1)[C:27]([OH:29])=[O:28])([O:20][C:21]([CH3:24])([CH3:23])[CH3:22])=[O:19], predict the reaction product. The product is: [OH:37][C:36]1[CH:38]=[C:31]([CH2:30][C@H:26]([NH:25][C:18]([O:20][C:21]([CH3:23])([CH3:24])[CH3:22])=[O:19])[C:27]([O:29][CH2:17][C@H:16]([O:29][C:27](=[O:28])[CH3:26])[CH3:15])=[O:28])[CH:32]=[CH:33][C:34]=1[OH:35]. (3) Given the reactants [NH2:1][C:2]1[C:3]2[C:10]([C:11]3[CH:16]=[CH:15][C:14]([NH:17][C:18]([C:20]4[C:21](=[O:42])[N:22]([C@H:26]([C:36]5[CH:41]=[CH:40][CH:39]=[CH:38][CH:37]=5)[CH2:27][O:28][Si](C(C)(C)C)(C)C)[CH:23]=[CH:24][CH:25]=4)=[O:19])=[CH:13][CH:12]=3)=[CH:9][N:8]([CH3:43])[C:4]=2[N:5]=[CH:6][N:7]=1.Cl, predict the reaction product. The product is: [NH2:1][C:2]1[C:3]2[C:10]([C:11]3[CH:16]=[CH:15][C:14]([NH:17][C:18]([C:20]4[C:21](=[O:42])[N:22]([C@H:26]([C:36]5[CH:37]=[CH:38][CH:39]=[CH:40][CH:41]=5)[CH2:27][OH:28])[CH:23]=[CH:24][CH:25]=4)=[O:19])=[CH:13][CH:12]=3)=[CH:9][N:8]([CH3:43])[C:4]=2[N:5]=[CH:6][N:7]=1.